From a dataset of Full USPTO retrosynthesis dataset with 1.9M reactions from patents (1976-2016). Predict the reactants needed to synthesize the given product. (1) Given the product [Br:1][C:2]1[C:3]([Cl:13])=[CH:4][C:5]([CH3:9])=[N+:6]([O-:8])[CH:7]=1, predict the reactants needed to synthesize it. The reactants are: [Br:1][C:2]1[C:3]([N+]([O-])=O)=[CH:4][C:5]([CH3:9])=[N+:6]([O-:8])[CH:7]=1.[ClH:13]. (2) The reactants are: [NH2:1][C:2]1[CH:7]=[CH:6][C:5]([Cl:8])=[CH:4][C:3]=1[CH:9]([C:11]1[CH:16]=[CH:15][CH:14]=[C:13]([O:17][CH3:18])[CH:12]=1)[OH:10].[CH3:19][O:20][C:21]1[CH:22]=[C:23]([S:29](Cl)(=[O:31])=[O:30])[CH:24]=[CH:25][C:26]=1[O:27][CH3:28]. Given the product [Cl:8][C:5]1[CH:6]=[CH:7][C:2]([NH:1][S:29]([C:23]2[CH:24]=[CH:25][C:26]([O:27][CH3:28])=[C:21]([O:20][CH3:19])[CH:22]=2)(=[O:31])=[O:30])=[C:3]([CH:9]([C:11]2[CH:16]=[CH:15][CH:14]=[C:13]([O:17][CH3:18])[CH:12]=2)[OH:10])[CH:4]=1, predict the reactants needed to synthesize it. (3) The reactants are: [CH3:1][O:2][C:3]1[C:12]2[CH2:11][C@@H:10]([NH:13][C:14](=[O:19])[C:15]([F:18])([F:17])[F:16])[CH2:9][CH2:8][C:7]=2[C:6]([S:20](Cl)(=[O:22])=[O:21])=[CH:5][CH:4]=1.[F:24][C:25]([F:34])([F:33])[C:26]1[CH:27]=[C:28]([CH:30]=[CH:31][CH:32]=1)[NH2:29].N1C=CC=CC=1. Given the product [F:16][C:15]([F:18])([F:17])[C:14]([NH:13][C@H:10]1[CH2:9][CH2:8][C:7]2[C:12](=[C:3]([O:2][CH3:1])[CH:4]=[CH:5][C:6]=2[S:20]([NH:29][C:28]2[CH:30]=[CH:31][CH:32]=[C:26]([C:25]([F:24])([F:33])[F:34])[CH:27]=2)(=[O:22])=[O:21])[CH2:11]1)=[O:19], predict the reactants needed to synthesize it. (4) Given the product [CH:1]1([CH:6]([N:28]2[CH2:33][CH2:32][CH:31]([O:34][CH3:35])[CH2:30][CH2:29]2)[C:7]([NH:9][C:10]2[CH:11]=[C:12]([CH:24]=[CH:25][C:26]=2[F:27])[CH2:13][C:14]2([C:17]([O:19][C:20]([CH3:22])([CH3:21])[CH3:23])=[O:18])[CH2:15][CH2:16]2)=[O:8])[CH2:2][CH2:3][CH2:4][CH2:5]1, predict the reactants needed to synthesize it. The reactants are: [C:1]1([CH:6]([N:28]2[CH2:33][CH2:32][CH:31]([O:34][CH3:35])[CH2:30][CH2:29]2)[C:7]([NH:9][C:10]2[CH:11]=[C:12]([CH:24]=[CH:25][C:26]=2[F:27])[CH2:13][C:14]2([C:17]([O:19][C:20]([CH3:23])([CH3:22])[CH3:21])=[O:18])[CH2:16][CH2:15]2)=[O:8])[CH2:5][CH2:4][CH2:3][CH:2]=1. (5) Given the product [NH2:9][C:3]1[N:4]=[CH:5][N:6]=[C:7]([NH:10][C@@H:11]2[CH2:15][CH2:14][N:13]([C:16](=[O:18])[CH:39]=[CH2:40])[CH2:12]2)[C:2]=1[C:27]1[CH:28]=[CH:29][C:24]([O:23][C:30]2[CH:35]=[CH:34][CH:33]=[CH:32][CH:31]=2)=[CH:25][CH:26]=1, predict the reactants needed to synthesize it. The reactants are: Cl[C:2]1[C:3]([NH2:9])=[N:4][CH:5]=[N:6][C:7]=1Cl.[NH2:10][C@@H:11]1[CH2:15][CH2:14][N:13]([C:16]([O:18]C(C)(C)C)=O)[CH2:12]1.[O:23]([C:30]1[CH:35]=[CH:34][C:33](B(O)O)=[CH:32][CH:31]=1)[C:24]1[CH:29]=[CH:28][CH:27]=[CH:26][CH:25]=1.[C:39](Cl)(=O)[CH:40]=C. (6) The reactants are: Br[C:2]1[CH:7]=[CH:6][CH:5]=[C:4]([Br:8])[N:3]=1.[NH:9]1[CH2:14][CH2:13][CH:12]([CH2:15][CH2:16][OH:17])[CH2:11][CH2:10]1. Given the product [Br:8][C:4]1[N:3]=[C:2]([N:9]2[CH2:14][CH2:13][CH:12]([CH2:15][CH2:16][OH:17])[CH2:11][CH2:10]2)[CH:7]=[CH:6][CH:5]=1, predict the reactants needed to synthesize it. (7) Given the product [CH3:1][C:2]1[C:7]2[CH:8]([C:11]3[CH:16]=[CH:15][C:14]([CH3:17])=[CH:13][CH:12]=3)[CH2:9][O:10][C:6]=2[C:5]([CH3:18])=[C:4]([CH3:19])[CH:3]=1, predict the reactants needed to synthesize it. The reactants are: [CH3:1][C:2]1[C:7]2[C:8]([C:11]3[CH:16]=[CH:15][C:14]([CH3:17])=[CH:13][CH:12]=3)=[CH:9][O:10][C:6]=2[C:5]([CH3:18])=[C:4]([CH3:19])[CH:3]=1.